This data is from Forward reaction prediction with 1.9M reactions from USPTO patents (1976-2016). The task is: Predict the product of the given reaction. (1) Given the reactants [NH2:1][C:2]1[CH:15]=[CH:14][C:5]2[N:6]([CH2:12][CH3:13])[C:7](=[O:11])[CH2:8][CH2:9][CH2:10][C:4]=2[C:3]=1[O:16][CH3:17].Cl[C:19]1[N:24]=[C:23]([NH:25][C:26]2[CH:31]=[CH:30][CH:29]=[CH:28][C:27]=2[S:32]([N:35]([CH3:37])[CH3:36])(=[O:34])=[O:33])[C:22]([Cl:38])=[CH:21][N:20]=1, predict the reaction product. The product is: [Cl:38][C:22]1[C:23]([NH:25][C:26]2[CH:31]=[CH:30][CH:29]=[CH:28][C:27]=2[S:32]([N:35]([CH3:37])[CH3:36])(=[O:34])=[O:33])=[N:24][C:19]([NH:1][C:2]2[CH:15]=[CH:14][C:5]3[N:6]([CH2:12][CH3:13])[C:7](=[O:11])[CH2:8][CH2:9][CH2:10][C:4]=3[C:3]=2[O:16][CH3:17])=[N:20][CH:21]=1. (2) Given the reactants [OH:1][CH2:2][C:3]1([CH2:9][CH2:10][C:11]2[CH:16]=[CH:15][C:14]([OH:17])=[CH:13][CH:12]=2)[CH2:7][O:6][C:5]([CH3:8])=[N:4]1.C1(P(C2C=CC=CC=2)C2C=CC=CC=2)C=CC=CC=1.[F:37][C:38]1[CH:39]=[C:40]([CH2:46][CH2:47]O)[CH:41]=[CH:42][C:43]=1[O:44][CH3:45].C1C=CC(COC(/N=N/C(OCC2C=CC=CC=2)=O)=O)=CC=1, predict the reaction product. The product is: [F:37][C:38]1[CH:39]=[C:40]([CH2:46][CH2:47][O:17][C:14]2[CH:13]=[CH:12][C:11]([CH2:10][CH2:9][C:3]3([CH2:2][OH:1])[CH2:7][O:6][C:5]([CH3:8])=[N:4]3)=[CH:16][CH:15]=2)[CH:41]=[CH:42][C:43]=1[O:44][CH3:45]. (3) Given the reactants C1(P(C2C=CC=CC=2)C2C=CC=CC=2)C=CC=CC=1.N(C(OCC)=O)=NC(OCC)=O.O[CH:33]1[CH2:42][CH2:41][CH2:40][C:39]2[C:34]1([CH3:44])[CH2:35][CH2:36][C:37](=[O:43])[CH:38]=2.C1(P([N:59]=[N+:60]=[N-:61])(C2C=CC=CC=2)=O)C=CC=CC=1, predict the reaction product. The product is: [N:59]([CH:33]1[CH2:42][CH2:41][CH2:40][C:39]2[C:34]1([CH3:44])[CH2:35][CH2:36][C:37](=[O:43])[CH:38]=2)=[N+:60]=[N-:61]. (4) Given the reactants [Br:1][C:2]1[C:10]([N+:11]([O-:13])=[O:12])=[CH:9][C:8]([F:14])=[CH:7][C:3]=1[C:4]([OH:6])=[O:5].O=S(Cl)Cl.[CH3:19]O, predict the reaction product. The product is: [Br:1][C:2]1[C:10]([N+:11]([O-:13])=[O:12])=[CH:9][C:8]([F:14])=[CH:7][C:3]=1[C:4]([O:6][CH3:19])=[O:5]. (5) Given the reactants [OH:1][C:2]1[CH:10]=[CH:9][C:5]([C:6]([OH:8])=O)=[CH:4][CH:3]=1.[NH:11]([CH2:14][CH3:15])[CH2:12][CH3:13].F[P-](F)(F)(F)(F)F.N1(O[P+](N2CCCC2)(N2CCCC2)N2CCCC2)C2C=CC=CC=2N=N1.ON1C2C=CC=CC=2N=N1.C(N(CC)C(C)C)(C)C, predict the reaction product. The product is: [CH2:12]([N:11]([CH2:14][CH3:15])[C:6](=[O:8])[C:5]1[CH:4]=[CH:3][C:2]([OH:1])=[CH:10][CH:9]=1)[CH3:13]. (6) The product is: [NH2:1][C:2]([NH2:4])=[O:3].[S:5]([O-:9])([O-:8])(=[O:7])=[O:6].[NH4+:10].[NH4+:1]. Given the reactants [NH2:1][C:2]([NH2:4])=[O:3].[S:5]([O-:9])([O-:8])(=[O:7])=[O:6].[NH4+:10].[NH4+], predict the reaction product. (7) Given the reactants C(C1C(=O)C(Cl)=C(Cl)C(=O)C=1C#N)#N.[C:15]([CH:17]1[CH:29]([C:30]([O:32][CH2:33][CH3:34])=[O:31])[C:28]2[C:27]3[C:22](=[CH:23][CH:24]=[CH:25][CH:26]=3)[NH:21][C:20]=2[C:19]2[CH2:35][CH2:36][CH2:37][C:18]1=2)#[N:16], predict the reaction product. The product is: [C:15]([C:17]1[C:29]([C:30]([O:32][CH2:33][CH3:34])=[O:31])=[C:28]2[C:20]([NH:21][C:22]3[C:27]2=[CH:26][CH:25]=[CH:24][CH:23]=3)=[C:19]2[CH2:35][CH2:36][CH2:37][C:18]=12)#[N:16].